This data is from NCI-60 drug combinations with 297,098 pairs across 59 cell lines. The task is: Regression. Given two drug SMILES strings and cell line genomic features, predict the synergy score measuring deviation from expected non-interaction effect. Drug 1: COC1=CC(=CC(=C1O)OC)C2C3C(COC3=O)C(C4=CC5=C(C=C24)OCO5)OC6C(C(C7C(O6)COC(O7)C8=CC=CS8)O)O. Drug 2: CC(C)(C#N)C1=CC(=CC(=C1)CN2C=NC=N2)C(C)(C)C#N. Cell line: SW-620. Synergy scores: CSS=31.1, Synergy_ZIP=0.194, Synergy_Bliss=-0.385, Synergy_Loewe=-12.1, Synergy_HSA=-0.754.